From a dataset of Forward reaction prediction with 1.9M reactions from USPTO patents (1976-2016). Predict the product of the given reaction. (1) Given the reactants [CH2:1]([C:3]1[CH:10]=[CH:9][C:6]([CH2:7][NH2:8])=[CH:5][CH:4]=1)[CH3:2].[CH3:11][O:12][C:13]1[C:31]([O:32][CH3:33])=[C:30]([O:34][CH3:35])[CH:29]=[CH:28][C:14]=1[C:15]([NH:17][CH2:18][CH2:19][N:20]1[CH:24]=[C:23]([C:25](O)=[O:26])[N:22]=[N:21]1)=[O:16], predict the reaction product. The product is: [CH2:1]([C:3]1[CH:10]=[CH:9][C:6]([CH2:7][NH:8][C:25]([C:23]2[N:22]=[N:21][N:20]([CH2:19][CH2:18][NH:17][C:15](=[O:16])[C:14]3[CH:28]=[CH:29][C:30]([O:34][CH3:35])=[C:31]([O:32][CH3:33])[C:13]=3[O:12][CH3:11])[CH:24]=2)=[O:26])=[CH:5][CH:4]=1)[CH3:2]. (2) Given the reactants [F:1][C:2]1[CH:3]=[CH:4][C:5]([O:15][CH2:16][C:17]2[CH:22]=[CH:21][C:20]([F:23])=[CH:19][CH:18]=2)=[C:6]([C:8](=O)[CH2:9][CH2:10][C:11](=O)[CH3:12])[CH:7]=1.[CH3:24][O:25][C:26](=[O:40])[C:27]1[CH:32]=[C:31]([N:33]2[CH2:37][CH2:36][CH2:35][C:34]2=[O:38])[CH:30]=[C:29]([NH2:39])[CH:28]=1.CC1C=CC(S(O)(=O)=O)=CC=1.Cl, predict the reaction product. The product is: [CH3:3][CH2:4][CH2:5][CH:6]([CH3:8])[CH3:7].[CH3:2][CH2:24][O:25][C:26]([CH3:27])=[O:40].[CH3:24][O:25][C:26](=[O:40])[C:27]1[CH:32]=[C:31]([N:33]2[CH2:37][CH2:36][CH2:35][C:34]2=[O:38])[CH:30]=[C:29]([N:39]2[C:11]([CH3:12])=[CH:10][CH:9]=[C:8]2[C:6]2[CH:7]=[C:2]([F:1])[CH:3]=[CH:4][C:5]=2[O:15][CH2:16][C:17]2[CH:22]=[CH:21][C:20]([F:23])=[CH:19][CH:18]=2)[CH:28]=1. (3) Given the reactants [Br:1][C:2]1[CH:6]=[N:5][N:4]([CH3:7])[C:3]=1[C:8]1[CH:9]=[C:10]([NH2:16])[CH:11]=[CH:12][C:13]=1[O:14][CH3:15].[F:17][C:18]1[CH:19]=[C:20]([N:25]=[C:26]=[O:27])[CH:21]=[C:22]([F:24])[CH:23]=1, predict the reaction product. The product is: [Br:1][C:2]1[CH:6]=[N:5][N:4]([CH3:7])[C:3]=1[C:8]1[CH:9]=[C:10]([NH:16][C:26]([NH:25][C:20]2[CH:21]=[C:22]([F:24])[CH:23]=[C:18]([F:17])[CH:19]=2)=[O:27])[CH:11]=[CH:12][C:13]=1[O:14][CH3:15]. (4) Given the reactants Br[C:2]1[N:12]([CH2:13][C:14]2[CH:19]=[CH:18][C:17]([C:20]([F:23])([F:22])[F:21])=[CH:16][CH:15]=2)[C:5]2[C:6]([Cl:11])=[N:7][C:8]([Cl:10])=[CH:9][C:4]=2[N:3]=1.Cl.[O:25]1[CH2:30][CH2:29][NH:28][CH:27]2[CH2:31][CH2:32][CH2:33][CH:26]12.[F-].[K+].CCN(C(C)C)C(C)C, predict the reaction product. The product is: [Cl:11][C:6]1[C:5]2[N:12]([CH2:13][C:14]3[CH:19]=[CH:18][C:17]([C:20]([F:23])([F:22])[F:21])=[CH:16][CH:15]=3)[C:2]([N:28]3[CH2:29][CH2:30][O:25][C@@H:26]4[CH2:33][CH2:32][CH2:31][C@@H:27]34)=[N:3][C:4]=2[CH:9]=[C:8]([Cl:10])[N:7]=1.